This data is from HIV replication inhibition screening data with 41,000+ compounds from the AIDS Antiviral Screen. The task is: Binary Classification. Given a drug SMILES string, predict its activity (active/inactive) in a high-throughput screening assay against a specified biological target. (1) The compound is COC(=O)c1c2c(n(CCO)c1OC)C(=O)c1ccccc1C2=O. The result is 0 (inactive). (2) The molecule is Cc1cc(C)c(SSc2nnnn2C)c(C)c1. The result is 0 (inactive). (3) The drug is N#CNC(=N)NC#N. The result is 0 (inactive).